This data is from Forward reaction prediction with 1.9M reactions from USPTO patents (1976-2016). The task is: Predict the product of the given reaction. (1) Given the reactants [NH2:1][CH:2]1[CH2:5][O:4][CH2:3]1.C(N(CC)C(C)C)(C)C.[N+:15]([C:18]1[CH:26]=[CH:25][C:21]([C:22](Cl)=[O:23])=[CH:20][CH:19]=1)([O-:17])=[O:16], predict the reaction product. The product is: [N+:15]([C:18]1[CH:19]=[CH:20][C:21]([C:22]([NH:1][CH:2]2[CH2:5][O:4][CH2:3]2)=[O:23])=[CH:25][CH:26]=1)([O-:17])=[O:16]. (2) Given the reactants Br[C:2]1[CH:3]=[CH:4][C:5](O)=[C:6]([C:8]2[CH:17]=[CH:16][C:15]3[C:10](=[CH:11][CH:12]=[C:13]([C:18]4[N:22]([CH:23]5[CH2:28][CH2:27][CH2:26][CH2:25][CH2:24]5)[C:21]5[CH:29]=[CH:30][C:31]([C:33]([OH:35])=[O:34])=[CH:32][C:20]=5[N:19]=4)[CH:14]=3)[N:9]=2)[CH:7]=1.[C:37]1([C:37]2[CH:42]=[CH:41][CH:40]=[CH:39][CH:38]=2)[CH:42]=[CH:41][C:40](C(=O)C)=[CH:39][CH:38]=1.[OH-].[K+], predict the reaction product. The product is: [C:3]1([C:37]2[CH:42]=[CH:41][CH:40]=[CH:39][CH:38]=2)[CH:4]=[CH:5][C:6]([C:8]2[CH:17]=[CH:16][C:15]3[C:10](=[CH:11][CH:12]=[C:13]([C:18]4[N:22]([CH:23]5[CH2:28][CH2:27][CH2:26][CH2:25][CH2:24]5)[C:21]5[CH:29]=[CH:30][C:31]([C:33]([OH:35])=[O:34])=[CH:32][C:20]=5[N:19]=4)[CH:14]=3)[N:9]=2)=[CH:7][CH:2]=1. (3) Given the reactants C[O:2][C:3]1[CH:4]=[C:5]([C@H:9]([NH2:11])[CH3:10])[CH:6]=[CH:7][CH:8]=1, predict the reaction product. The product is: [OH:2][C:3]1[CH:4]=[C:5]([C@H:9]([NH2:11])[CH3:10])[CH:6]=[CH:7][CH:8]=1. (4) Given the reactants Cl[C:2]1[N:10]=[C:9]2[C:5]([N:6]=[C:7]([CH2:12][CH2:13][N:14]3[CH2:19][CH2:18][N:17]([S:20]([CH3:23])(=[O:22])=[O:21])[C:16]([CH3:25])([CH3:24])[CH2:15]3)[N:8]2[CH3:11])=[C:4]([N:26]2[CH2:31][CH2:30][O:29][CH2:28][CH2:27]2)[N:3]=1.[CH2:32]([C:34]1[NH:35][C:36]2[CH:42]=[CH:41][CH:40]=[CH:39][C:37]=2[N:38]=1)[CH3:33].CC(C1C=C(C(C)C)C(C2C=CC=CC=2P(C2CCCCC2)C2CCCCC2)=C(C(C)C)C=1)C.C([O-])([O-])=O.[Cs+].[Cs+], predict the reaction product. The product is: [CH3:24][C:16]1([CH3:25])[N:17]([S:20]([CH3:23])(=[O:21])=[O:22])[CH2:18][CH2:19][N:14]([CH2:13][CH2:12][C:7]2[N:8]([CH3:11])[C:9]3[C:5]([N:6]=2)=[C:4]([N:26]2[CH2:31][CH2:30][O:29][CH2:28][CH2:27]2)[N:3]=[C:2]([N:35]2[C:36]4[CH:42]=[CH:41][CH:40]=[CH:39][C:37]=4[N:38]=[C:34]2[CH2:32][CH3:33])[N:10]=3)[CH2:15]1. (5) Given the reactants Cl.[CH:2]1([CH2:5][O:6][C:7]2[CH:12]=[CH:11][C:10]([O:13][CH3:14])=[CH:9][C:8]=2[C:15]2[CH:20]=[CH:19][N:18]=[C:17]3[C:21]([C:25]([NH:27][C@H:28]4[C@H:32]([OH:33])[CH2:31][NH:30][CH2:29]4)=[O:26])=[C:22]([CH3:24])[NH:23][C:16]=23)[CH2:4][CH2:3]1.[C:34](Cl)(=[O:36])[CH3:35], predict the reaction product. The product is: [C:34]([N:30]1[CH2:31][C@@H:32]([OH:33])[C@H:28]([NH:27][C:25]([C:21]2[C:17]3=[N:18][CH:19]=[CH:20][C:15]([C:8]4[CH:9]=[C:10]([O:13][CH3:14])[CH:11]=[CH:12][C:7]=4[O:6][CH2:5][CH:2]4[CH2:4][CH2:3]4)=[C:16]3[NH:23][C:22]=2[CH3:24])=[O:26])[CH2:29]1)(=[O:36])[CH3:35]. (6) Given the reactants [N:1]1[CH:6]=[CH:5][CH:4]=[C:3]([CH:7]([C:9]2[N:13]([C:14]([C:27]3[CH:32]=[CH:31][CH:30]=[CH:29][CH:28]=3)([C:21]3[CH:26]=[CH:25][CH:24]=[CH:23][CH:22]=3)[C:15]3[CH:20]=[CH:19][CH:18]=[CH:17][CH:16]=3)[CH:12]=[N:11][CH:10]=2)[OH:8])[CH:2]=1, predict the reaction product. The product is: [N:1]1[CH:6]=[CH:5][CH:4]=[C:3]([C:7]([C:9]2[N:13]([C:14]([C:27]3[CH:32]=[CH:31][CH:30]=[CH:29][CH:28]=3)([C:15]3[CH:16]=[CH:17][CH:18]=[CH:19][CH:20]=3)[C:21]3[CH:26]=[CH:25][CH:24]=[CH:23][CH:22]=3)[CH:12]=[N:11][CH:10]=2)=[O:8])[CH:2]=1. (7) The product is: [CH3:9][O:8][C:5]1[CH:4]=[C:3]2[C:2](=[CH:7][CH:6]=1)[O:1][C:19]([CH3:20])=[C:11]([C:12]1[CH:17]=[CH:16][CH:15]=[CH:14][CH:13]=1)[C:10]2=[O:18]. Given the reactants [OH:1][C:2]1[CH:7]=[CH:6][C:5]([O:8][CH3:9])=[CH:4][C:3]=1[C:10](=[O:18])[CH2:11][C:12]1[CH:17]=[CH:16][CH:15]=[CH:14][CH:13]=1.[C:19]([O-])(=O)[CH3:20].[Na+], predict the reaction product. (8) Given the reactants [CH3:1][C:2]([C:22]1[CH:27]=[CH:26][CH:25]=[CH:24][CH:23]=1)([CH3:21])[CH2:3][C:4](=[O:20])[C:5]([NH:7][C:8]1[CH:9]=[CH:10][C:11]2[C:16](=[O:17])[O:15][N:14]=[C:13]([CH3:18])[C:12]=2[CH:19]=1)=[O:6].[CH3:28][Mg]Br.[Cl-].[NH4+], predict the reaction product. The product is: [OH:20][C:4]([CH3:28])([CH2:3][C:2]([CH3:1])([C:22]1[CH:23]=[CH:24][CH:25]=[CH:26][CH:27]=1)[CH3:21])[C:5]([NH:7][C:8]1[CH:9]=[CH:10][C:11]2[C:16](=[O:17])[O:15][N:14]=[C:13]([CH3:18])[C:12]=2[CH:19]=1)=[O:6]. (9) Given the reactants [C:1]([C:5]1[CH:31]=[CH:30][C:8]([NH:9][C:10]2[C:19]3[C:14](=[CH:15][CH:16]=[CH:17][CH:18]=3)[C:13]([CH2:20][C:21]3[CH:22]=[N:23][C:24]([O:28]C)=[C:25](Br)[CH:26]=3)=[N:12][N:11]=2)=[CH:7][CH:6]=1)([CH3:4])([CH3:3])[CH3:2].C([Sn](CCCC)(CCCC)[C:37]1[S:38][CH:39]=[CH:40][N:41]=1)CCC, predict the reaction product. The product is: [C:1]([C:5]1[CH:31]=[CH:30][C:8]([NH:9][C:10]2[C:19]3[C:14](=[CH:15][CH:16]=[CH:17][CH:18]=3)[C:13]([CH2:20][C:21]3[CH:22]=[N:23][C:24]([OH:28])=[C:25]([C:37]4[S:38][CH:39]=[CH:40][N:41]=4)[CH:26]=3)=[N:12][N:11]=2)=[CH:7][CH:6]=1)([CH3:3])([CH3:2])[CH3:4]. (10) Given the reactants C([SiH](CC)CC)C.[CH3:8][O:9][C:10](=[O:33])[CH2:11][C:12]1[CH:17]=[C:16]([Br:18])[C:15]([O:19][C:20]2[CH:25]=[C:24]([CH:26]([CH3:28])[CH3:27])[C:23]([OH:29])=[C:22]([CH:30]=O)[CH:21]=2)=[C:14]([Br:32])[CH:13]=1, predict the reaction product. The product is: [CH3:8][O:9][C:10](=[O:33])[CH2:11][C:12]1[CH:17]=[C:16]([Br:18])[C:15]([O:19][C:20]2[CH:21]=[C:22]([CH3:30])[C:23]([OH:29])=[C:24]([CH:26]([CH3:28])[CH3:27])[CH:25]=2)=[C:14]([Br:32])[CH:13]=1.